Dataset: Full USPTO retrosynthesis dataset with 1.9M reactions from patents (1976-2016). Task: Predict the reactants needed to synthesize the given product. (1) Given the product [O:44]=[S:2]1(=[O:1])[CH2:7][CH2:6][CH:5]([CH2:8][O:9][C:10]2[CH:15]=[CH:14][C:13]([C:16]3[C:20]4[CH:21]=[C:22]([CH2:25][O:26][C:27]5[CH:28]=[CH:29][C:30]([C@@H:33]([C:40]#[C:41][CH3:42])[CH2:34][C:35]([OH:37])=[O:36])=[CH:31][CH:32]=5)[CH:23]=[CH:24][C:19]=4[S:18][CH:17]=3)=[C:12]([CH3:43])[CH:11]=2)[CH2:4][CH2:3]1, predict the reactants needed to synthesize it. The reactants are: [O:1]=[S:2]1(=[O:44])[CH2:7][CH2:6][CH:5]([CH2:8][O:9][C:10]2[CH:15]=[CH:14][C:13]([C:16]3[C:20]4[CH:21]=[C:22]([CH2:25][O:26][C:27]5[CH:32]=[CH:31][C:30]([C@@H:33]([C:40]#[C:41][CH3:42])[CH2:34][C:35]([O:37]CC)=[O:36])=[CH:29][CH:28]=5)[CH:23]=[CH:24][C:19]=4[S:18][CH:17]=3)=[C:12]([CH3:43])[CH:11]=2)[CH2:4][CH2:3]1.[Li+].[OH-].Cl. (2) The reactants are: C[O:2][C:3]1[CH:8]=[CH:7][CH:6]=[CH:5][C:4]=1[C:9]1[CH:14]=[CH:13][CH:12]=[C:11]([C:15]2[NH:19][N:18]=[N:17][N:16]=2)[CH:10]=1.Br. Given the product [NH:19]1[C:15]([C:11]2[CH:10]=[C:9]([C:4]3[C:3]([OH:2])=[CH:8][CH:7]=[CH:6][CH:5]=3)[CH:14]=[CH:13][CH:12]=2)=[N:16][N:17]=[N:18]1, predict the reactants needed to synthesize it. (3) Given the product [C:1]([O:5][C:6](=[O:23])[NH:7][C:8]1[CH:21]=[CH:20][C:19]2[S:18][C:17]3[C:12](=[CH:13][CH:14]=[CH:15][C:16]=3[B:24]3[O:28][C:27]([CH3:30])([CH3:29])[C:26]([CH3:32])([CH3:31])[O:25]3)[CH2:11][C:10]=2[CH:9]=1)([CH3:4])([CH3:3])[CH3:2], predict the reactants needed to synthesize it. The reactants are: [C:1]([O:5][C:6](=[O:23])[NH:7][C:8]1[CH:21]=[CH:20][C:19]2[S:18][C:17]3[C:12](=[CH:13][CH:14]=[CH:15][C:16]=3Br)[CH2:11][C:10]=2[CH:9]=1)([CH3:4])([CH3:3])[CH3:2].[B:24]1([B:24]2[O:28][C:27]([CH3:30])([CH3:29])[C:26]([CH3:32])([CH3:31])[O:25]2)[O:28][C:27]([CH3:30])([CH3:29])[C:26]([CH3:32])([CH3:31])[O:25]1.C([O-])(=O)C.[K+]. (4) Given the product [C:1]([C:5]1[CH:10]=[C:9]([NH:11][C:12]([NH:31][C:30]2[CH:32]=[CH:33][C:34]([O:37][C:38]3[CH:43]=[CH:42][N:41]=[C:40]([Cl:44])[N:39]=3)=[C:35]([Cl:36])[C:29]=2[Cl:28])=[O:20])[C:8]([O:21][CH3:22])=[C:7]([NH:23][S:24]([CH3:27])(=[O:25])=[O:26])[CH:6]=1)([CH3:2])([CH3:4])[CH3:3], predict the reactants needed to synthesize it. The reactants are: [C:1]([C:5]1[CH:6]=[C:7]([NH:23][S:24]([CH3:27])(=[O:26])=[O:25])[C:8]([O:21][CH3:22])=[C:9]([NH:11][C:12](=[O:20])OC2C=CC=CC=2)[CH:10]=1)([CH3:4])([CH3:3])[CH3:2].[Cl:28][C:29]1[C:35]([Cl:36])=[C:34]([O:37][C:38]2[CH:43]=[CH:42][N:41]=[C:40]([Cl:44])[N:39]=2)[CH:33]=[CH:32][C:30]=1[NH2:31].CCN(CC)CC.